The task is: Predict the reactants needed to synthesize the given product.. This data is from Full USPTO retrosynthesis dataset with 1.9M reactions from patents (1976-2016). The reactants are: C[O:2][C:3]1[C:8]2[NH:9][C:10]([C:12]3[S:13][CH:14]=[CH:15][CH:16]=3)=[N:11][C:7]=2[C:6]([C:17]([OH:19])=O)=[CH:5][CH:4]=1.[S:20]1[CH:24]=[CH:23][N:22]=[C:21]1[NH2:25]. Given the product [OH:2][C:3]1[C:8]2[NH:9][C:10]([C:12]3[S:13][CH:14]=[CH:15][CH:16]=3)=[N:11][C:7]=2[C:6]([C:17]([NH:25][C:21]2[S:20][CH:24]=[CH:23][N:22]=2)=[O:19])=[CH:5][CH:4]=1, predict the reactants needed to synthesize it.